This data is from Peptide-MHC class II binding affinity with 134,281 pairs from IEDB. The task is: Regression. Given a peptide amino acid sequence and an MHC pseudo amino acid sequence, predict their binding affinity value. This is MHC class II binding data. (1) The peptide sequence is IEEFGTGVFTTRVYMD. The MHC is DRB1_0801 with pseudo-sequence DRB1_0801. The binding affinity (normalized) is 0.387. (2) The peptide sequence is GLVTEFPSTAAAYFR. The binding affinity (normalized) is 0.173. The MHC is HLA-DQA10101-DQB10501 with pseudo-sequence HLA-DQA10101-DQB10501. (3) The peptide sequence is QWHKEGSSIGKLFTQ. The MHC is HLA-DQA10501-DQB10402 with pseudo-sequence HLA-DQA10501-DQB10402. The binding affinity (normalized) is 0. (4) The MHC is DRB5_0101 with pseudo-sequence DRB5_0101. The binding affinity (normalized) is 0.466. The peptide sequence is DVPYLTKRQDKLCGS. (5) The peptide sequence is GELQIVDKIDAAFKL. The MHC is DRB1_0101 with pseudo-sequence DRB1_0101. The binding affinity (normalized) is 0.547. (6) The peptide sequence is STGGAYDTYKCIPSL. The MHC is DRB1_0301 with pseudo-sequence DRB1_0301. The binding affinity (normalized) is 0. (7) The peptide sequence is SRWSSPDNVKPIYIV. The MHC is HLA-DPA10301-DPB10402 with pseudo-sequence HLA-DPA10301-DPB10402. The binding affinity (normalized) is 0.114. (8) The MHC is HLA-DQA10201-DQB10202 with pseudo-sequence HLA-DQA10201-DQB10202. The binding affinity (normalized) is 0.115. The peptide sequence is RVPLTSNNGIKQQGI.